Dataset: Full USPTO retrosynthesis dataset with 1.9M reactions from patents (1976-2016). Task: Predict the reactants needed to synthesize the given product. (1) Given the product [C:26]([CH2:28][C:29]([N:31]1[CH2:36][CH2:35][CH2:34][C@@H:33]([NH:37][C:38]2[N:43]=[C:42]([C:44]3[N:48]4[CH:49]=[C:50]([F:53])[CH:51]=[CH:52][C:47]4=[N:46][CH:45]=3)[N:41]=[C:40]([C:54]([NH2:3])=[O:55])[CH:39]=2)[CH2:32]1)=[O:30])#[N:27], predict the reactants needed to synthesize it. The reactants are: O.O[N:3]1C2C=CC=CC=2N=N1.Cl.CN(C)CCCN=C=NCC.[OH-].[NH4+].[C:26]([CH2:28][C:29]([N:31]1[CH2:36][CH2:35][CH2:34][C@@H:33]([NH:37][C:38]2[N:43]=[C:42]([C:44]3[N:48]4[CH:49]=[C:50]([F:53])[CH:51]=[CH:52][C:47]4=[N:46][CH:45]=3)[N:41]=[C:40]([C:54](O)=[O:55])[CH:39]=2)[CH2:32]1)=[O:30])#[N:27]. (2) Given the product [CH2:10]([O:17][C:18]1[CH:33]=[CH:32][C:21]([O:22][C:23]2[CH:24]=[CH:25][C:26]([C:27]([NH:55][CH2:56][C:57](=[O:58])[N:59]3[CH2:60][CH2:61][N:62]([C:65](=[O:76])[C:66]4[CH:71]=[CH:70][CH:69]=[CH:68][C:67]=4[C:72]([F:75])([F:73])[F:74])[CH2:63][CH2:64]3)=[O:28])=[CH:30][CH:31]=2)=[CH:20][CH:19]=1)[C:11]1[CH:12]=[CH:13][CH:14]=[CH:15][CH:16]=1, predict the reactants needed to synthesize it. The reactants are: CCN(C(C)C)C(C)C.[CH2:10]([O:17][C:18]1[CH:33]=[CH:32][C:21]([O:22][C:23]2[CH:31]=[CH:30][C:26]([C:27](O)=[O:28])=[CH:25][CH:24]=2)=[CH:20][CH:19]=1)[C:11]1[CH:16]=[CH:15][CH:14]=[CH:13][CH:12]=1.CCN=C=NCCCN(C)C.C1C=CC2N(O)N=NC=2C=1.[NH2:55][CH2:56][C:57]([N:59]1[CH2:64][CH2:63][N:62]([C:65](=[O:76])[C:66]2[CH:71]=[CH:70][CH:69]=[CH:68][C:67]=2[C:72]([F:75])([F:74])[F:73])[CH2:61][CH2:60]1)=[O:58].C(O)(C(F)(F)F)=O. (3) Given the product [NH2:20][CH2:19][C:17]1[CH:16]=[CH:15][C:6]2[N:7]([CH2:8][CH2:9][CH2:10][C:11]([F:14])([F:13])[F:12])[C:3]([CH2:2][OH:1])=[N:4][C:5]=2[CH:18]=1, predict the reactants needed to synthesize it. The reactants are: [OH:1][CH2:2][C:3]1[N:7]([CH2:8][CH2:9][CH2:10][C:11]([F:14])([F:13])[F:12])[C:6]2[CH:15]=[CH:16][C:17]([C:19]#[N:20])=[CH:18][C:5]=2[N:4]=1.CO.Cl.C([O-])([O-])=O.[Na+].[Na+]. (4) Given the product [CH3:1][C:2]1[CH:7]=[CH:6][C:5]([N+:8]([O-:10])=[O:9])=[CH:4][C:3]=1[NH:11][C:12]1[N:17]=[C:16]([C:18]2[CH:19]=[N:20][CH:21]=[CH:22][CH:23]=2)[C:15]([C:24]([O-:26])=[O:25])=[CH:14][N:13]=1.[Na+:33], predict the reactants needed to synthesize it. The reactants are: [CH3:1][C:2]1[CH:7]=[CH:6][C:5]([N+:8]([O-:10])=[O:9])=[CH:4][C:3]=1[NH:11][C:12]1[N:17]=[C:16]([C:18]2[CH:19]=[N:20][CH:21]=[CH:22][CH:23]=2)[C:15]([C:24]([O:26]CC)=[O:25])=[CH:14][N:13]=1.C(=O)([O-])[O-].[Na+:33].[Na+]. (5) Given the product [NH2:24][CH:9]([CH2:10][C:11]1[CH:16]=[CH:15][CH:14]=[C:13]([O:17][C:18]([F:22])([F:23])[CH:19]([F:20])[F:21])[CH:12]=1)[CH:8]([C:6]1[CH:5]=[CH:4][N:3]=[C:2]([F:1])[CH:7]=1)[OH:32], predict the reactants needed to synthesize it. The reactants are: [F:1][C:2]1[CH:7]=[C:6]([CH:8]([OH:32])[CH:9]([NH:24]C(=O)OC(C)(C)C)[CH2:10][C:11]2[CH:16]=[CH:15][CH:14]=[C:13]([O:17][C:18]([F:23])([F:22])[CH:19]([F:21])[F:20])[CH:12]=2)[CH:5]=[CH:4][N:3]=1. (6) Given the product [NH2:1][C:2]1[N:7]=[C:6]([N:8]2[CH2:30][CH2:29][C:11]3([CH2:15][N:14]([C:16]([O:18][CH2:19][C:20]4[CH:25]=[CH:24][CH:23]=[CH:22][CH:21]=4)=[O:17])[C@H:13]([C:26]([OH:28])=[O:27])[CH2:12]3)[CH2:10][CH2:9]2)[CH:5]=[C:4]([O:31][C@H:32]([C:37]2[CH:42]=[C:41]([C:16]([O:18][CH2:19][CH3:20])=[O:17])[CH:40]=[CH:39][C:38]=2[N:44]2[CH:48]=[CH:47][C:46]([CH3:49])=[N:45]2)[C:33]([F:36])([F:35])[F:34])[N:3]=1, predict the reactants needed to synthesize it. The reactants are: [NH2:1][C:2]1[N:7]=[C:6]([N:8]2[CH2:30][CH2:29][C:11]3([CH2:15][N:14]([C:16]([O:18][CH2:19][C:20]4[CH:25]=[CH:24][CH:23]=[CH:22][CH:21]=4)=[O:17])[C@H:13]([C:26]([OH:28])=[O:27])[CH2:12]3)[CH2:10][CH2:9]2)[CH:5]=[C:4]([O:31][C@H:32]([C:37]2[CH:42]=[C:41](Br)[CH:40]=[CH:39][C:38]=2[N:44]2[CH:48]=[CH:47][C:46]([CH3:49])=[N:45]2)[C:33]([F:36])([F:35])[F:34])[N:3]=1. (7) Given the product [OH:22][CH2:19][CH2:18][CH2:17][N:14]1[CH2:15][CH2:16][N:12]([CH2:11][CH2:10][CH2:9][N:26]2[CH2:27][CH2:28][CH:29]([O:32][C:33](=[O:47])[NH:34][C:35]3[CH:40]=[CH:39][CH:38]=[CH:37][C:36]=3[C:41]3[CH:46]=[CH:45][CH:44]=[CH:43][CH:42]=3)[CH2:30][CH2:31]2)[C:13]1=[O:24], predict the reactants needed to synthesize it. The reactants are: [Si](O[CH2:9][CH2:10][CH2:11][N:12]1[CH2:16][CH2:15][N:14]([CH2:17][CH2:18][CH:19]([O:22]C)OC)[C:13]1=[O:24])(C(C)(C)C)(C)C.Cl.[NH:26]1[CH2:31][CH2:30][CH:29]([O:32][C:33](=[O:47])[NH:34][C:35]2[CH:40]=[CH:39][CH:38]=[CH:37][C:36]=2[C:41]2[CH:46]=[CH:45][CH:44]=[CH:43][CH:42]=2)[CH2:28][CH2:27]1.[BH-](OC(C)=O)(OC(C)=O)OC(C)=O.[Na+]. (8) Given the product [Br:21][C:13]1[C:12]2=[CH:18][N:9]([C:3]3[C:4]([F:8])=[CH:5][CH:6]=[CH:7][C:2]=3[Cl:1])[N:10]=[C:11]2[CH:16]=[CH:15][N:14]=1, predict the reactants needed to synthesize it. The reactants are: [Cl:1][C:2]1[CH:7]=[CH:6][CH:5]=[C:4]([F:8])[C:3]=1[N:9]1[CH:18]=[C:12]2[CH:13]=[N+:14]([O-])[CH:15]=[CH:16][C:11]2=[N:10]1.P(Br)(Br)([Br:21])=O. (9) Given the product [CH3:16][C:6]1[N:7]([CH2:11][C:12]([O:14][CH3:15])=[O:13])[C:8]2[C:4]([CH:5]=1)=[CH:3][CH:2]=[CH:10][CH:9]=2, predict the reactants needed to synthesize it. The reactants are: F[C:2]1[CH:3]=[C:4]2[C:8](=[CH:9][CH:10]=1)[N:7]([CH2:11][C:12]([O:14][CH3:15])=[O:13])[C:6]([CH3:16])=[CH:5]2.CC1NC2C(C=1)=CC=CC=2.[H-].[Na+].BrCC(OC)=O. (10) Given the product [Br:3][C:4]1[C:5]([CH3:18])=[C:6]([CH3:17])[C:7]2[O:11][C:10]([CH2:13][N:24]([CH3:23])[CH3:19])([CH3:12])[CH2:9][C:8]=2[C:15]=1[CH3:16], predict the reactants needed to synthesize it. The reactants are: C=O.[Br:3][C:4]1[C:5]([CH3:18])=[C:6]([CH3:17])[C:7]2[O:11][C:10]([CH2:13]N)([CH3:12])[CH2:9][C:8]=2[C:15]=1[CH3:16].[C:19](O)(=O)C.[C:23]([BH3-])#[N:24].[Na+].O.C(=O)(O)[O-].[Na+].